From a dataset of Reaction yield outcomes from USPTO patents with 853,638 reactions. Predict the reaction yield, written as a fraction of the theoretical maximum amount of product (1.0 means a 100% yield; for example, 0.34 means a 34% yield). (1) The reactants are [C:1]1([SH:7])[CH:6]=[CH:5][CH:4]=[CH:3][CH:2]=1.[H-].[Na+].[CH2:10]([O:12][C:13](=[O:16])[CH2:14]Br)[CH3:11]. The catalyst is CN(C=O)C. The product is [CH2:10]([O:12][C:13](=[O:16])[CH2:14][S:7][C:1]1[CH:6]=[CH:5][CH:4]=[CH:3][CH:2]=1)[CH3:11]. The yield is 0.800. (2) The yield is 0.600. The product is [F:17][C:18]1[CH:23]=[C:22]([F:24])[CH:21]=[CH:20][C:19]=1[C:25]1[CH:26]=[C:27]([N:31]2[CH2:32][CH2:33][N:34]([C:9]([NH:8][C:5]3[O:4][N:3]=[C:2]([CH3:1])[C:6]=3[CH3:7])=[O:16])[CH2:35][CH2:36]2)[CH:28]=[N:29][CH:30]=1. The reactants are [CH3:1][C:2]1[C:6]([CH3:7])=[C:5]([NH:8][C:9](=[O:16])OCC(Cl)(Cl)Cl)[O:4][N:3]=1.[F:17][C:18]1[CH:23]=[C:22]([F:24])[CH:21]=[CH:20][C:19]=1[C:25]1[CH:26]=[C:27]([N:31]2[CH2:36][CH2:35][NH:34][CH2:33][CH2:32]2)[CH:28]=[N:29][CH:30]=1. The catalyst is O1CCCC1.CCCCCC. (3) The catalyst is O.CCCCCCC. The reactants are [C:1]1([C:19]2[CH:24]=[CH:23][CH:22]=[CH:21][CH:20]=2)[CH:6]=[CH:5][CH:4]=[CH:3][C:2]=1[P:7]1[C:13]([CH3:15])([CH3:14])[CH2:12][CH2:11][C:10](=O)[CH2:9][C:8]1([CH3:18])[CH3:17].C(O)COCCO.O.NN.[OH-].[K+]. The product is [C:1]1([C:19]2[CH:24]=[CH:23][CH:22]=[CH:21][CH:20]=2)[CH:6]=[CH:5][CH:4]=[CH:3][C:2]=1[P:7]1[C:13]([CH3:14])([CH3:15])[CH2:12][CH2:11][CH2:10][CH2:9][C:8]1([CH3:18])[CH3:17]. The yield is 0.510. (4) The reactants are C[O:2][C:3](=[O:27])[C@@H:4]([N:12]1[CH2:16][C:15]2=[CH:17][C:18]3[C:19]([Cl:25])=[CH:20][CH:21]=[CH:22][C:23]=3[O:24][CH:14]2[C:13]1=[O:26])[CH2:5][CH:6]1[CH2:11][CH2:10][CH2:9][CH2:8][CH2:7]1.O.[OH-].[Li+]. The catalyst is O1CCCC1.O. The product is [Cl:25][C:19]1[C:18]2[CH2:17][C:15]3[CH2:16][N:12]([C@@H:4]([CH2:5][CH:6]4[CH2:11][CH2:10][CH2:9][CH2:8][CH2:7]4)[C:3]([OH:27])=[O:2])[C:13](=[O:26])[C:14]=3[O:24][C:23]=2[CH:22]=[CH:21][CH:20]=1. The yield is 0.833. (5) The reactants are Cl[C:2]1[CH:7]=[C:6]([O:8][CH3:9])[N:5]=[CH:4][C:3]=1[C:10]1[N:11]([CH2:23][CH2:24][OH:25])[CH:12]=[C:13]([C:15]2[N:16]([CH:20]([CH3:22])[CH3:21])[N:17]=[CH:18][N:19]=2)[N:14]=1.[H-].[Na+]. The catalyst is CN(C=O)C. The product is [CH:20]([N:16]1[C:15]([C:13]2[N:14]=[C:10]3[N:11]([CH2:23][CH2:24][O:25][C:2]4[CH:7]=[C:6]([O:8][CH3:9])[N:5]=[CH:4][C:3]=43)[CH:12]=2)=[N:19][CH:18]=[N:17]1)([CH3:22])[CH3:21]. The yield is 0.790. (6) The reactants are [CH2:1]1[C@@H:6](O)[C@@H:5]([OH:8])[C@H:4]([OH:9])[CH2:3][C@@:2]1([C:11]([OH:13])=[O:12])[OH:10].CN(C=O)C.C1C=CC=CC=1.C1(C)C=CC(S(O)(=O)=O)=CC=1. The catalyst is CCOC(C)=O. The product is [OH:10][C:2]12[CH2:1][CH:6]([O:13][C:11]1=[O:12])[CH:5]([OH:8])[CH:4]([OH:9])[CH2:3]2. The yield is 0.780.